This data is from Forward reaction prediction with 1.9M reactions from USPTO patents (1976-2016). The task is: Predict the product of the given reaction. (1) Given the reactants [F:1][C:2]1[C:3]([NH:10][CH2:11][CH:12]2[CH2:17][CH2:16][O:15][CH2:14][CH2:13]2)=[N:4][C:5]([O:8]C)=[CH:6][CH:7]=1.[I-].[Na+].[Si](Cl)(C)(C)C, predict the reaction product. The product is: [F:1][C:2]1[CH:7]=[CH:6][C:5]([OH:8])=[N:4][C:3]=1[NH:10][CH2:11][CH:12]1[CH2:17][CH2:16][O:15][CH2:14][CH2:13]1. (2) The product is: [C:1]([C:5]1[CH:10]=[CH:9][C:8]([C:11]2[S:15][CH:14]=[C:13]([C:16](=[N:18][NH:19][C:20]([NH:22][C:23]3[S:27][C:26]([C:28]([OH:30])=[O:29])=[CH:25][CH:24]=3)=[S:21])[CH3:17])[C:12]=2[OH:32])=[CH:7][CH:6]=1)([CH3:2])([CH3:3])[CH3:4]. Given the reactants [C:1]([C:5]1[CH:10]=[CH:9][C:8]([C:11]2[S:15][CH:14]=[C:13]([C:16](=[N:18][NH:19][C:20]([NH:22][C:23]3[S:27][C:26]([C:28]([O:30]C)=[O:29])=[CH:25][CH:24]=3)=[S:21])[CH3:17])[C:12]=2[OH:32])=[CH:7][CH:6]=1)([CH3:4])([CH3:3])[CH3:2].[OH-].[Na+].Cl, predict the reaction product.